This data is from Full USPTO retrosynthesis dataset with 1.9M reactions from patents (1976-2016). The task is: Predict the reactants needed to synthesize the given product. (1) Given the product [Cl:3][C:4]1[O:8][C:7]([CH:9]2[C:14]3=[C:15]4[N:31]([CH3:32])[C:30](=[O:33])[N:29]([CH3:34])[C:28](=[O:35])[C:16]4=[C:17]([C:18]4[S:19][CH:20]=[C:21]([CH2:23][OH:24])[N:22]=4)[N:13]3[CH2:12][CH2:11][S:10]2)=[CH:6][CH:5]=1, predict the reactants needed to synthesize it. The reactants are: [BH4-].[Na+].[Cl:3][C:4]1[O:8][C:7]([CH:9]2[C:14]3=[C:15]4[N:31]([CH3:32])[C:30](=[O:33])[N:29]([CH3:34])[C:28](=[O:35])[C:16]4=[C:17]([C:18]4[S:19][CH:20]=[C:21]([C:23](OCC)=[O:24])[N:22]=4)[N:13]3[CH2:12][CH2:11][S:10]2)=[CH:6][CH:5]=1.[Cl-].[Li+]. (2) The reactants are: [NH2:1][C@@H:2]1[CH2:6][CH2:5][N:4]([C:7]([O:9][C:10]([CH3:13])([CH3:12])[CH3:11])=[O:8])[CH2:3]1.Cl[C:15]([O:17][CH2:18][C:19]1[CH:24]=[CH:23][CH:22]=[CH:21][CH:20]=1)=[O:16].C(N(C(C)C)CC)(C)C. Given the product [CH2:18]([O:17][C:15]([NH:1][C@@H:2]1[CH2:6][CH2:5][N:4]([C:7]([O:9][C:10]([CH3:13])([CH3:12])[CH3:11])=[O:8])[CH2:3]1)=[O:16])[C:19]1[CH:24]=[CH:23][CH:22]=[CH:21][CH:20]=1, predict the reactants needed to synthesize it. (3) Given the product [CH3:39][O:38][C:36](=[O:37])[CH2:35][N:18]([S:19]([C:22]1[CH:31]=[CH:30][C:29]2[C:24](=[CH:25][CH:26]=[C:27]([Cl:32])[CH:28]=2)[CH:23]=1)(=[O:21])=[O:20])[C@H:14]1[CH2:15][CH2:16][CH2:17][N:12]([CH:9]2[CH2:10][CH2:11][N:6]([CH:1]([CH3:2])[CH3:5])[CH2:7][CH2:8]2)[C:13]1=[O:33], predict the reactants needed to synthesize it. The reactants are: [CH:1]1([N:6]2[CH2:11][CH2:10][CH:9]([N:12]3[CH2:17][CH2:16][CH2:15][C@H:14]([NH:18][S:19]([C:22]4[CH:31]=[CH:30][C:29]5[C:24](=[CH:25][CH:26]=[C:27]([Cl:32])[CH:28]=5)[CH:23]=4)(=[O:21])=[O:20])[C:13]3=[O:33])[CH2:8][CH2:7]2)[CH2:5]CC[CH2:2]1.Br[CH2:35][C:36]([O:38][CH3:39])=[O:37].C(=O)([O-])[O-].[K+].[K+]. (4) Given the product [Cl:48][C:49]1[N:50]=[C:51]([C:56]([N:31]2[CH2:32][CH2:33][C@@H:34]3[C@H:30]2[CH2:36][N:35]3[C:37]2[S:38][C:39]([C:43]([O:45][CH2:46][CH3:47])=[O:44])=[C:40]([CH3:42])[N:41]=2)=[O:57])[NH:52][C:53]=1[CH2:54][CH3:55], predict the reactants needed to synthesize it. The reactants are: CCN=C=NCCCN(C)C.Cl.ON1C2C=CC=CC=2N=N1.CN1CCOCC1.[C@@H:30]12[CH2:36][N:35]([C:37]3[S:38][C:39]([C:43]([O:45][CH2:46][CH3:47])=[O:44])=[C:40]([CH3:42])[N:41]=3)[C@@H:34]1[CH2:33][CH2:32][NH:31]2.[Cl:48][C:49]1[N:50]=[C:51]([C:56](O)=[O:57])[NH:52][C:53]=1[CH2:54][CH3:55]. (5) Given the product [CH3:1][O:2][C:3](=[O:26])[CH2:4][CH:5]1[CH2:6][CH2:7][CH:8]([C:11]2[CH:12]=[CH:13][C:14]([C:28]3[CH:33]=[CH:32][C:31]([Br:34])=[CH:30][N:29]=3)=[CH:15][CH:16]=2)[CH2:9][CH2:10]1, predict the reactants needed to synthesize it. The reactants are: [CH3:1][O:2][C:3](=[O:26])[CH2:4][CH:5]1[CH2:10][CH2:9][CH:8]([C:11]2[CH:16]=[CH:15][C:14](B3OC(C)(C)C(C)(C)O3)=[CH:13][CH:12]=2)[CH2:7][CH2:6]1.Br[C:28]1[CH:33]=[CH:32][C:31]([Br:34])=[CH:30][N:29]=1.C([O-])([O-])=O.[Na+].[Na+]. (6) Given the product [CH2:3]([O:5][C:6](=[O:17])[CH2:7][C:8]1[C:9]([CH2:15][CH3:16])=[N:10][N:11]([CH2:19][CH3:20])[C:12]=1[CH2:13][CH3:14])[CH3:4], predict the reactants needed to synthesize it. The reactants are: [H-].[Na+].[CH2:3]([O:5][C:6](=[O:17])[CH2:7][C:8]1[C:9]([CH2:15][CH3:16])=[N:10][NH:11][C:12]=1[CH2:13][CH3:14])[CH3:4].I[CH2:19][CH3:20].